This data is from Catalyst prediction with 721,799 reactions and 888 catalyst types from USPTO. The task is: Predict which catalyst facilitates the given reaction. (1) Reactant: [NH:1]1[C:9]2[C:4](=[C:5]([C:10]3[CH:11]=[C:12]([N+:25]([O-])=O)[C:13]4[C:17]([CH:18]=3)=[N:16][N:15]([CH:19]3[CH2:24][CH2:23][CH2:22][CH2:21][O:20]3)[CH:14]=4)[CH:6]=[CH:7][CH:8]=2)[CH:3]=[CH:2]1.[H][H]. Product: [NH:1]1[C:9]2[C:4](=[C:5]([C:10]3[CH:11]=[C:12]([NH2:25])[C:13]4[C:17]([CH:18]=3)=[N:16][N:15]([CH:19]3[CH2:24][CH2:23][CH2:22][CH2:21][O:20]3)[CH:14]=4)[CH:6]=[CH:7][CH:8]=2)[CH:3]=[CH:2]1. The catalyst class is: 78. (2) Reactant: [CH2:1]([O:3][C:4]([C:6]1[S:10][C:9]([C:11]2[CH:20]=[C:19](Br)[C:18]3[C:13](=[CH:14][CH:15]=[CH:16][CH:17]=3)[CH:12]=2)=[N:8][C:7]=1[CH3:22])=[O:5])[CH3:2].O.[CH3:24][N:25]1CCCC1=O. Product: [CH2:1]([O:3][C:4]([C:6]1[S:10][C:9]([C:11]2[CH:20]=[C:19]([C:24]#[N:25])[C:18]3[C:13](=[CH:14][CH:15]=[CH:16][CH:17]=3)[CH:12]=2)=[N:8][C:7]=1[CH3:22])=[O:5])[CH3:2]. The catalyst class is: 267.